This data is from HIV replication inhibition screening data with 41,000+ compounds from the AIDS Antiviral Screen. The task is: Binary Classification. Given a drug SMILES string, predict its activity (active/inactive) in a high-throughput screening assay against a specified biological target. (1) The compound is CCCCC1SC2=NCCN2C1(O)c1ccc(Cl)cc1. The result is 0 (inactive). (2) The compound is C[n+]1ccc(Nc2ccc(O)cc2)c2ccc(Cl)cc21. The result is 0 (inactive). (3) The molecule is O=C(Nc1ccc(C2=NCCN2)cc1)c1ccc(F)c(C(=O)Nc2ccc(C3=NCCN3)cc2)c1. The result is 0 (inactive). (4) The drug is N#CC1CC12c1ccccc1C(=O)c1ccccc12. The result is 0 (inactive). (5) The molecule is Cn1c(=O)c2nc(-c3ccccc3)nnc2n(C)c1=O. The result is 0 (inactive). (6) The compound is N#CCCN(CCC#N)c1ccc(C=C(NC(=O)c2cc([N+](=O)[O-])ccc2Cl)C(=O)NN)cc1. The result is 0 (inactive). (7) The compound is O=S(O)CCCSSc1ccccc1.[NaH]. The result is 0 (inactive).